This data is from Full USPTO retrosynthesis dataset with 1.9M reactions from patents (1976-2016). The task is: Predict the reactants needed to synthesize the given product. (1) Given the product [Cl:1][C:2]1[C:3]([CH3:29])=[C:4]([CH:26]=[CH:27][CH:28]=1)[CH2:5][N:6]1[C:10]2=[N:11][C:12]([N:19]3[CH2:20][CH2:21][O:22][CH2:23][CH2:24]3)=[CH:13][C:14]([C:15]([OH:17])=[O:16])=[C:9]2[N:8]=[C:7]1[CH3:25], predict the reactants needed to synthesize it. The reactants are: [Cl:1][C:2]1[C:3]([CH3:29])=[C:4]([CH:26]=[CH:27][CH:28]=1)[CH2:5][N:6]1[C:10]2=[N:11][C:12]([N:19]3[CH2:24][CH2:23][O:22][CH2:21][CH2:20]3)=[CH:13][C:14]([C:15]([O:17]C)=[O:16])=[C:9]2[N:8]=[C:7]1[CH3:25]. (2) Given the product [OH:28][C@H:24]1[C@@H:25]([OH:27])[CH2:26][N:22]([C:3]2[C:2]([C:32]3[CH:33]=[N:34][CH:35]=[C:30]([F:29])[CH:31]=3)=[CH:21][C:6]([C:7]([NH:9][C:10]3[CH:15]=[CH:14][C:13]([O:16][C:17]([F:20])([F:19])[F:18])=[CH:12][CH:11]=3)=[O:8])=[CH:5][N:4]=2)[CH2:23]1, predict the reactants needed to synthesize it. The reactants are: Br[C:2]1[C:3]([N:22]2[CH2:26][C@@H:25]([OH:27])[C@@H:24]([OH:28])[CH2:23]2)=[N:4][CH:5]=[C:6]([CH:21]=1)[C:7]([NH:9][C:10]1[CH:15]=[CH:14][C:13]([O:16][C:17]([F:20])([F:19])[F:18])=[CH:12][CH:11]=1)=[O:8].[F:29][C:30]1[CH:31]=[C:32](B(O)O)[CH:33]=[N:34][CH:35]=1. (3) Given the product [C:8]([O:12][C:13]([N:15]1[CH2:20][CH2:19][N:18]([C:22]2[CH:27]=[C:26]([O:28][CH3:29])[N:25]=[CH:24][N:23]=2)[CH2:17][CH2:16]1)=[O:14])([CH3:11])([CH3:9])[CH3:10], predict the reactants needed to synthesize it. The reactants are: C(N(CC)CC)C.[C:8]([O:12][C:13]([N:15]1[CH2:20][CH2:19][NH:18][CH2:17][CH2:16]1)=[O:14])([CH3:11])([CH3:10])[CH3:9].Cl[C:22]1[CH:27]=[C:26]([O:28][CH3:29])[N:25]=[CH:24][N:23]=1. (4) Given the product [NH2:9][C:8]1[CH:7]=[CH:6][C:5]([N:12]2[CH2:17][CH2:16][N:15]([C:18]([O:20][C:21]([CH3:22])([CH3:23])[CH3:24])=[O:19])[CH2:14][CH2:13]2)=[CH:4][C:3]=1[O:2][CH3:1], predict the reactants needed to synthesize it. The reactants are: [CH3:1][O:2][C:3]1[CH:4]=[C:5]([N:12]2[CH2:17][CH2:16][N:15]([C:18]([O:20][C:21]([CH3:24])([CH3:23])[CH3:22])=[O:19])[CH2:14][CH2:13]2)[CH:6]=[CH:7][C:8]=1[N+:9]([O-])=O.C(OCC)C. (5) Given the product [CH2:21]([O:20][CH2:19][C@@H:16]1[O:17][CH2:18][C@@:13]2([C:30]3[CH:35]=[CH:34][CH:33]=[CH:32][C:31]=3[F:36])[C@H:14]([CH2:28][S:11][C:10]([NH2:9])=[N:12]2)[CH2:15]1)[C:22]1[CH:27]=[CH:26][CH:25]=[CH:24][CH:23]=1, predict the reactants needed to synthesize it. The reactants are: C([N:9]=[C:10]=[S:11])(=O)C1C=CC=CC=1.[NH2:12][C@@:13]1([C:30]2[CH:35]=[CH:34][CH:33]=[CH:32][C:31]=2[F:36])[CH2:18][O:17][C@@H:16]([CH2:19][O:20][CH2:21][C:22]2[CH:27]=[CH:26][CH:25]=[CH:24][CH:23]=2)[CH2:15][C@H:14]1[CH2:28]O.